The task is: Predict the product of the given reaction.. This data is from Forward reaction prediction with 1.9M reactions from USPTO patents (1976-2016). (1) Given the reactants [NH2:1][C@@:2]([C:7]1[CH:12]=[C:11]([Br:13])[C:10]([F:14])=[CH:9][C:8]=1[F:15])([CH3:6])[CH2:3][CH2:4][OH:5].[O:16](C(OC(C)(C)C)=O)[C:17]([O:19][C:20]([CH3:23])([CH3:22])[CH3:21])=O.O.CCOC(C)=O.O, predict the reaction product. The product is: [Br:13][C:11]1[C:10]([F:14])=[CH:9][C:8]([F:15])=[C:7]([C@@:2]([NH:1][C:17](=[O:16])[O:19][C:20]([CH3:23])([CH3:22])[CH3:21])([CH2:3][CH2:4][OH:5])[CH3:6])[CH:12]=1. (2) Given the reactants [O:1]1[CH:5]=[CH:4][C:3]([C:6]2[CH:7]=[C:8]([CH:10]=[CH:11][CH:12]=2)[NH2:9])=[CH:2]1.[Cl:13][C:14]1[CH:19]=[CH:18][C:17]([NH:20][C:21](=[O:28])[CH2:22][S:23][CH2:24][C:25](O)=[O:26])=[C:16]([C:29]([O:31]C)=[O:30])[CH:15]=1, predict the reaction product. The product is: [Cl:13][C:14]1[CH:19]=[CH:18][C:17]([NH:20][C:21](=[O:28])[CH2:22][S:23][CH2:24][C:25]([NH:9][C:8]2[CH:10]=[CH:11][CH:12]=[C:6]([C:3]3[CH:4]=[CH:5][O:1][CH:2]=3)[CH:7]=2)=[O:26])=[C:16]([CH:15]=1)[C:29]([OH:31])=[O:30]. (3) Given the reactants C([O:8][N:9]1[C:14]2[N:15]=[CH:16][N:17]=[CH:18][C:13]=2[C:12]([NH:19][CH:20]2[CH2:25][CH2:24][CH2:23][CH2:22][CH2:21]2)=[CH:11][C:10]1=[O:26])C1C=CC=CC=1.[H][H], predict the reaction product. The product is: [CH:20]1([NH:19][C:12]2[C:13]3[CH:18]=[N:17][CH:16]=[N:15][C:14]=3[N:9]([OH:8])[C:10](=[O:26])[CH:11]=2)[CH2:21][CH2:22][CH2:23][CH2:24][CH2:25]1. (4) The product is: [CH2:1]([N:8]([CH2:21][C:22]1[CH:23]=[CH:24][C:25]([O:26][C:27]2[CH:28]=[CH:29][C:30]([CH2:33][CH2:34][C:35]([NH:40][CH2:41][CH2:42][CH2:43][N:44]3[CH2:48][CH2:47][CH2:46][C:45]3=[O:49])=[O:36])=[CH:31][CH:32]=2)=[CH:38][CH:39]=1)[C:9]1[CH:14]=[CH:13][CH:12]=[C:11]([NH:15][S:16]([CH3:19])(=[O:17])=[O:18])[C:10]=1[CH3:20])[C:2]1[CH:3]=[CH:4][CH:5]=[CH:6][CH:7]=1. Given the reactants [CH2:1]([N:8]([CH2:21][C:22]1[CH:39]=[CH:38][C:25]([O:26][C:27]2[CH:32]=[CH:31][C:30]([CH2:33][CH2:34][C:35](O)=[O:36])=[CH:29][CH:28]=2)=[CH:24][CH:23]=1)[C:9]1[CH:14]=[CH:13][CH:12]=[C:11]([NH:15][S:16]([CH3:19])(=[O:18])=[O:17])[C:10]=1[CH3:20])[C:2]1[CH:7]=[CH:6][CH:5]=[CH:4][CH:3]=1.[NH2:40][CH2:41][CH2:42][CH2:43][N:44]1[CH2:48][CH2:47][CH2:46][C:45]1=[O:49], predict the reaction product. (5) The product is: [CH2:7]([O:6][C:4](=[O:5])[CH2:3][C:14]1([OH:16])[CH:15]=[C:10]([Cl:9])[C:11](=[O:18])[CH:12]=[C:13]1[Cl:17])[CH3:8]. Given the reactants Br[Zn][CH2:3][C:4]([O:6][CH2:7][CH3:8])=[O:5].[Cl:9][C:10]1[C:11](=[O:18])[CH:12]=[C:13]([Cl:17])[C:14](=[O:16])[CH:15]=1.Cl.C(OCC)(=O)C, predict the reaction product. (6) Given the reactants C1(S(CC2C(C(OCC)=O)=C(O)C([C:23]3[CH:27]=[CH:26][O:25][CH:24]=3)=CC=2)(=O)=O)C=CC=CC=1.[CH:28]12[CH2:35][CH2:34][CH:31]([CH:32]=[CH:33]1)[CH2:30][CH:29]2[S:36]([CH2:39][C:40]1[C:45]([C:46]([O:48][CH3:49])=[O:47])=[C:44]([O:50][CH3:51])[C:43](Br)=[CH:42][CH:41]=1)(=[O:38])=[O:37], predict the reaction product. The product is: [CH:28]12[CH2:35][CH2:34][CH:31]([CH:32]=[CH:33]1)[CH2:30][CH:29]2[S:36]([CH2:39][C:40]1[C:45]([C:46]([O:48][CH3:49])=[O:47])=[C:44]([O:50][CH3:51])[C:43]([C:23]2[CH:27]=[CH:26][O:25][CH:24]=2)=[CH:42][CH:41]=1)(=[O:38])=[O:37].